The task is: Predict the reaction yield, written as a fraction of the theoretical maximum amount of product (1.0 means a 100% yield; for example, 0.34 means a 34% yield).. This data is from Reaction yield outcomes from USPTO patents with 853,638 reactions. (1) The yield is 0.700. The reactants are [CH3:1][C:2]([CH3:39])([CH3:38])[CH2:3][CH2:4][C@:5]1([CH3:37])[C:14]2[C:9](=[CH:10][CH:11]=[CH:12][CH:13]=2)[C:8]([OH:15])=[C:7]([C:16]2[NH:21][C:20]3[CH:22]=[CH:23][C:24]([NH:26]C(=O)OC(C)(C)C)=[CH:25][C:19]=3[S:18](=[O:35])(=[O:34])[N:17]=2)[C:6]1=[O:36].Cl.O1CCOCC1. The product is [NH2:26][C:24]1[CH:23]=[CH:22][C:20]2[NH:21][C:16]([C:7]3[C:6](=[O:36])[C@@:5]([CH2:4][CH2:3][C:2]([CH3:1])([CH3:38])[CH3:39])([CH3:37])[C:14]4[C:9]([C:8]=3[OH:15])=[CH:10][CH:11]=[CH:12][CH:13]=4)=[N:17][S:18](=[O:35])(=[O:34])[C:19]=2[CH:25]=1. The catalyst is ClCCl. (2) The reactants are [NH2:1][C:2]1[C:3]([CH3:10])=[CH:4][C:5]([O:8][CH3:9])=[N:6][CH:7]=1.[C:11](O[C:11]([O:13][C:14]([CH3:17])([CH3:16])[CH3:15])=[O:12])([O:13][C:14]([CH3:17])([CH3:16])[CH3:15])=[O:12].C([O-])([O-])=O.[Na+].[Na+]. The catalyst is C1COCC1. The product is [C:14]([O:13][C:11](=[O:12])[NH:1][C:2]1[CH:7]=[N:6][C:5]([O:8][CH3:9])=[CH:4][C:3]=1[CH3:10])([CH3:17])([CH3:16])[CH3:15]. The yield is 0.900.